From a dataset of Forward reaction prediction with 1.9M reactions from USPTO patents (1976-2016). Predict the product of the given reaction. (1) Given the reactants [CH2:1]([O:8][C:9]1[C:14]([O:15][CH3:16])=[CH:13][C:12]([C:17]2[N:21]=[C:20]([CH3:22])[O:19][N:18]=2)=[C:11](I)[CH:10]=1)[C:2]1[CH:7]=[CH:6][CH:5]=[CH:4][CH:3]=1.C([Mg]Cl)(C)C.[CH:29](=[O:33])[CH:30]([CH3:32])[CH3:31].Cl, predict the reaction product. The product is: [CH2:1]([O:8][C:9]1[C:14]([O:15][CH3:16])=[CH:13][C:12]([C:17]2[N:21]=[C:20]([CH3:22])[O:19][N:18]=2)=[C:11]([CH:29]([OH:33])[CH:30]([CH3:32])[CH3:31])[CH:10]=1)[C:2]1[CH:7]=[CH:6][CH:5]=[CH:4][CH:3]=1. (2) The product is: [F:39][C:2]([F:1])([F:40])[C:3]1[CH:4]=[C:5]([C@H:13]([O:15][C@H:16]2[CH2:21][CH2:20][N:19]([C:22]([C@H:24]3[CH2:29][CH2:28][C@H:27]([C:30]([NH:42][CH3:41])=[O:32])[CH2:26][CH2:25]3)=[O:23])[CH2:18][C@H:17]2[C:33]2[CH:38]=[CH:37][CH:36]=[CH:35][CH:34]=2)[CH3:14])[CH:6]=[C:7]([C:9]([F:12])([F:10])[F:11])[CH:8]=1. Given the reactants [F:1][C:2]([F:40])([F:39])[C:3]1[CH:4]=[C:5]([C@H:13]([O:15][C@H:16]2[CH2:21][CH2:20][N:19]([C:22]([C@H:24]3[CH2:29][CH2:28][C@H:27]([C:30]([OH:32])=O)[CH2:26][CH2:25]3)=[O:23])[CH2:18][C@H:17]2[C:33]2[CH:38]=[CH:37][CH:36]=[CH:35][CH:34]=2)[CH3:14])[CH:6]=[C:7]([C:9]([F:12])([F:11])[F:10])[CH:8]=1.[CH3:41][NH2:42].CCOC(OC(OCC)=O)=O.O, predict the reaction product. (3) Given the reactants [C:1]([O:5][C:6]([NH:8][C@@H:9]([CH2:13][C@H:14]([O:16][CH2:17][CH3:18])[CH3:15])[C:10]([OH:12])=O)=[O:7])([CH3:4])([CH3:3])[CH3:2].Cl.[OH:20][C@@H:21]([CH2:51]O)[CH2:22][N:23]1[CH:27]=[CH:26][C:25]([NH:28]C(=O)[C@@H](N2CC(OC3C=CC=C(Cl)C=3Cl)=CC2=O)CC(C)C)=[N:24]1.F[P-](F)(F)(F)(F)F.N1(O[P+](N(C)C)(N(C)C)N(C)C)C2C=CC=C[C:63]=2N=N1.C(N(CC)C(C)C)(C)C, predict the reaction product. The product is: [C:1]([O:5][C:6](=[O:7])[NH:8][C@H:9]([C:10](=[O:12])[NH:28][C:25]1[CH:26]=[CH:27][N:23]([CH2:22][C:21]([OH:20])([CH3:51])[CH3:63])[N:24]=1)[CH2:13][C@H:14]([O:16][CH2:17][CH3:18])[CH3:15])([CH3:2])([CH3:3])[CH3:4]. (4) Given the reactants [CH3:1][O:2][CH2:3][CH2:4][CH2:5][C:6]1[C:14]2[C:9](=[CH:10][CH:11]=[C:12]([CH2:15][CH:16]([CH:30]([CH3:32])[CH3:31])[CH2:17][CH:18]([NH:22][C:23](=[O:29])[O:24][C:25]([CH3:28])([CH3:27])[CH3:26])[CH:19]3[CH2:21][O:20]3)[CH:13]=2)[N:8]([CH3:33])[CH:7]=1, predict the reaction product. The product is: [OH:20][CH:19]([CH:18]([NH:22][C:23](=[O:29])[O:24][C:25]([CH3:28])([CH3:26])[CH3:27])[CH2:17][CH:16]([CH2:15][C:12]1[CH:13]=[C:14]2[C:9](=[CH:10][CH:11]=1)[N:8]([CH3:33])[CH:7]=[C:6]2[CH2:5][CH2:4][CH2:3][O:2][CH3:1])[CH:30]([CH3:31])[CH3:32])[CH2:21][NH:8][CH:9]([CH3:14])[CH3:10]. (5) Given the reactants [OH:1][C:2]1[CH:7]=[CH:6][C:5]([CH:8]2[CH2:16][CH2:15][CH2:14][CH:13]3[N:9]2[CH2:10][CH2:11][CH2:12]3)=[CH:4][CH:3]=1.Br[CH2:18][CH2:19][CH2:20][CH2:21][Cl:22].C(=O)([O-])[O-].[K+].[K+], predict the reaction product. The product is: [Cl:22][CH2:21][CH2:20][CH2:19][CH2:18][O:1][C:2]1[CH:3]=[CH:4][C:5]([CH:8]2[CH2:16][CH2:15][CH2:14][CH:13]3[N:9]2[CH2:10][CH2:11][CH2:12]3)=[CH:6][CH:7]=1. (6) The product is: [CH3:15][O:14][C:11]1[CH:12]=[CH:13][C:8]([NH:5][C:6]([NH2:1])=[S:7])=[C:9]([CH3:16])[CH:10]=1. Given the reactants [NH2:1]C(N)=O.[N:5]([C:8]1[CH:13]=[CH:12][C:11]([O:14][CH3:15])=[CH:10][C:9]=1[C:16](F)(F)F)=[C:6]=[S:7], predict the reaction product. (7) Given the reactants B(O)(O)[C:2]1[C:15]2[C:10](=[CH:11][CH:12]=[CH:13][CH:14]=2)[C:9]2[C:4](=[CH:5][CH:6]=[CH:7][CH:8]=2)[CH:3]=1.C1COCC1.Br[C:24]1[CH:29]=[C:28]([Br:30])[CH:27]=[CH:26][C:25]=1[N+:31]([O-:33])=[O:32].[OH-].[Na+], predict the reaction product. The product is: [Br:30][C:28]1[CH:27]=[CH:26][C:25]([N+:31]([O-:33])=[O:32])=[C:24]([C:2]2[C:15]3[C:10]([C:9]4[CH:8]=[CH:7][CH:6]=[CH:5][C:4]=4[CH:3]=2)=[CH:11][CH:12]=[CH:13][CH:14]=3)[CH:29]=1.